This data is from Reaction yield outcomes from USPTO patents with 853,638 reactions. The task is: Predict the reaction yield, written as a fraction of the theoretical maximum amount of product (1.0 means a 100% yield; for example, 0.34 means a 34% yield). The reactants are [Cl:1][C:2]1[N:7]=[CH:6][C:5]([CH:8]2[NH:13][C:12](=[S:14])[CH2:11][CH2:10][CH2:9]2)=[CH:4][CH:3]=1.[C:15]([O-])([O-])=O.[K+].[K+].IC. The catalyst is CC(C)=O. The product is [Cl:1][C:2]1[CH:3]=[CH:4][C:5]([CH:8]2[CH2:9][CH2:10][CH2:11][C:12]([S:14][CH3:15])=[N:13]2)=[CH:6][N:7]=1. The yield is 0.753.